Dataset: Reaction yield outcomes from USPTO patents with 853,638 reactions. Task: Predict the reaction yield, written as a fraction of the theoretical maximum amount of product (1.0 means a 100% yield; for example, 0.34 means a 34% yield). (1) The yield is 0.510. The reactants are [Br-].[C:2]([O:7][CH2:8][CH2:9][CH2:10][N:11]1[CH:15]=[CH:14][N+:13]([CH2:16][CH3:17])=[CH:12]1)(=[O:6])[C:3]([CH3:5])=[CH2:4].[N-:18]([S:26]([C:29]([F:32])([F:31])[F:30])(=[O:28])=[O:27])[S:19]([C:22]([F:25])([F:24])[F:23])(=[O:21])=[O:20].[Li+]. The catalyst is O. The product is [N-:18]([S:19]([C:22]([F:25])([F:23])[F:24])(=[O:21])=[O:20])[S:26]([C:29]([F:32])([F:31])[F:30])(=[O:28])=[O:27].[C:2]([O:7][CH2:8][CH2:9][CH2:10][N:11]1[CH:15]=[CH:14][N+:13]([CH2:16][CH3:17])=[CH:12]1)(=[O:6])[C:3]([CH3:5])=[CH2:4]. (2) The reactants are [F:1][C:2]1[CH:17]=[CH:16][C:5]([C:6]([N:8]2[CH2:13][CH2:12][CH2:11][C@H:10]([C:14]#[N:15])[CH2:9]2)=[O:7])=[CH:4][CH:3]=1.[NH2:18][OH:19]. The catalyst is C(O)C. The product is [F:1][C:2]1[CH:17]=[CH:16][C:5]([C:6]([N:8]2[CH2:13][CH2:12][CH2:11][C@H:10]([C:14]([NH:18][OH:19])=[NH:15])[CH2:9]2)=[O:7])=[CH:4][CH:3]=1. The yield is 1.00. (3) The reactants are [C:1]([O:5][C:6]([N:8]1[C@H:17]([C:18](O)=[O:19])[CH2:16][C:15]2[C:10](=[CH:11][CH:12]=[CH:13][CH:14]=2)[CH2:9]1)=[O:7])([CH3:4])([CH3:3])[CH3:2].C1C=NC2N(O)N=NC=2C=1.C(Cl)CCl.[C@H:35]1([NH2:45])[C:44]2[C:39](=[CH:40][CH:41]=[CH:42][CH:43]=2)[CH2:38][CH2:37][CH2:36]1.C([O-])(O)=O.[Na+]. The product is [C@H:35]1([NH:45][C:18]([C@@H:17]2[CH2:16][C:15]3[C:10](=[CH:11][CH:12]=[CH:13][CH:14]=3)[CH2:9][N:8]2[C:6]([O:5][C:1]([CH3:4])([CH3:3])[CH3:2])=[O:7])=[O:19])[C:44]2[C:39](=[CH:40][CH:41]=[CH:42][CH:43]=2)[CH2:38][CH2:37][CH2:36]1. The catalyst is C1COCC1.CN(C=O)C.CCOC(C)=O. The yield is 1.00. (4) The reactants are [CH2:1]([N:5]([CH2:19][CH2:20][CH2:21][CH3:22])[CH2:6][CH2:7][CH2:8][O:9][C:10]1[CH:18]=[CH:17][C:13]([C:14](Cl)=[O:15])=[CH:12][CH:11]=1)[CH2:2][CH2:3][CH3:4].[NH2:23][C:24]1[CH:29]=[CH:28][CH:27]=[CH:26][CH:25]=1.C(=O)([O-])[O-].[K+].[K+]. The catalyst is CCCCCC. The product is [CH2:1]([N:5]([CH2:19][CH2:20][CH2:21][CH3:22])[CH2:6][CH2:7][CH2:8][O:9][C:10]1[CH:18]=[CH:17][C:13]([C:14]([NH:23][C:24]2[CH:29]=[CH:28][CH:27]=[CH:26][CH:25]=2)=[O:15])=[CH:12][CH:11]=1)[CH2:2][CH2:3][CH3:4]. The yield is 0.850. (5) The reactants are [CH2:1]([O:3][P:4]([CH:9]([C:35]#[N:36])[CH2:10][C:11]([CH3:34])=[CH:12][CH2:13][C:14]1[C:15]([O:27]CC[Si](C)(C)C)=[C:16]2[C:20](=[C:21]([CH3:25])[C:22]=1[O:23][CH3:24])[CH2:19][O:18][C:17]2=[O:26])(=[O:8])[O:5][CH2:6][CH3:7])[CH3:2]. The catalyst is C(O)(C(F)(F)F)=O.C(Cl)Cl. The product is [CH2:1]([O:3][P:4]([CH:9]([C:35]#[N:36])[CH2:10][C:11]([CH3:34])=[CH:12][CH2:13][C:14]1[C:15]([OH:27])=[C:16]2[C:20](=[C:21]([CH3:25])[C:22]=1[O:23][CH3:24])[CH2:19][O:18][C:17]2=[O:26])(=[O:8])[O:5][CH2:6][CH3:7])[CH3:2]. The yield is 0.800. (6) The reactants are [O:1]1[C:5]2[CH:6]=[CH:7][C:8]([C:10]#[N:11])=[CH:9][C:4]=2[O:3][CH2:2]1.Cl.[NH2:13][OH:14].C([O-])([O-])=O.[Na+].[Na+]. The catalyst is C(O)C. The product is [OH:14]/[N:13]=[C:10](/[C:8]1[CH:7]=[CH:6][C:5]2[O:1][CH2:2][O:3][C:4]=2[CH:9]=1)\[NH2:11]. The yield is 0.735. (7) The reactants are [CH2:1]([C:3]1[N:12]([CH2:13][CH2:14]O)[C:11](=[O:16])[C:10]2[C:5](=[CH:6][CH:7]=[CH:8][CH:9]=2)[N:4]=1)[CH3:2].S(Cl)([Cl:19])=O.C(Cl)(Cl)Cl. The catalyst is CCCCCC. The product is [Cl:19][CH2:14][CH2:13][N:12]1[C:11](=[O:16])[C:10]2[C:5](=[CH:6][CH:7]=[CH:8][CH:9]=2)[N:4]=[C:3]1[CH2:1][CH3:2]. The yield is 0.328.